Predict the reactants needed to synthesize the given product. From a dataset of Full USPTO retrosynthesis dataset with 1.9M reactions from patents (1976-2016). (1) Given the product [F:46][C:19]1[C:20]([N:25]([CH3:45])[C:26]([C:28]2[N:32]([CH3:33])[N:31]=[C:30]([C:34]([F:39])([F:40])[C:35]([F:38])([F:37])[F:36])[C:29]=2[C:41]([F:44])([F:42])[F:43])=[O:27])=[CH:21][CH:22]=[C:23]([F:24])[C:18]=1[CH2:16][NH:17][C:9](=[O:10])[O:11][C:12]([CH3:13])([CH3:14])[CH3:15], predict the reactants needed to synthesize it. The reactants are: [C:9](O[C:9]([O:11][C:12]([CH3:15])([CH3:14])[CH3:13])=[O:10])([O:11][C:12]([CH3:15])([CH3:14])[CH3:13])=[O:10].[C:16]([C:18]1[C:19]([F:46])=[C:20]([N:25]([CH3:45])[C:26]([C:28]2[N:32]([CH3:33])[N:31]=[C:30]([C:34]([F:40])([F:39])[C:35]([F:38])([F:37])[F:36])[C:29]=2[C:41]([F:44])([F:43])[F:42])=[O:27])[CH:21]=[CH:22][C:23]=1[F:24])#[N:17].[BH4-].[Na+].NCCNCCN. (2) Given the product [Cl:1][C:2]1[N:3]=[C:4]([N:14]2[CH2:19][CH2:18][O:17][CH2:16][CH2:15]2)[C:5]2[S:10][C:9]([CH2:11][N:12]([CH3:13])[C:20](=[O:22])[CH3:21])=[CH:8][C:6]=2[N:7]=1, predict the reactants needed to synthesize it. The reactants are: [Cl:1][C:2]1[N:3]=[C:4]([N:14]2[CH2:19][CH2:18][O:17][CH2:16][CH2:15]2)[C:5]2[S:10][C:9]([CH2:11][NH:12][CH3:13])=[CH:8][C:6]=2[N:7]=1.[C:20](Cl)(=[O:22])[CH3:21].C(N(CC)CC)C. (3) Given the product [O:25]1[CH2:26][CH:23]([N:20]2[CH2:21][CH2:22][N:17]([C:14]3[CH:13]=[CH:12][C:11]([C:9]4[NH:8][C:4]5[N:5]=[CH:6][N:7]=[C:2]([C:39]6[CH:40]=[CH:41][C:34]([O:33][CH:30]7[CH2:31][CH2:32][O:27][CH2:28][CH2:29]7)=[C:35]([CH:38]=6)[C:36]#[N:37])[C:3]=5[CH:10]=4)=[CH:16][CH:15]=3)[CH2:18][CH2:19]2)[CH2:24]1, predict the reactants needed to synthesize it. The reactants are: Cl[C:2]1[C:3]2[CH:10]=[C:9]([C:11]3[CH:16]=[CH:15][C:14]([N:17]4[CH2:22][CH2:21][N:20]([CH:23]5[CH2:26][O:25][CH2:24]5)[CH2:19][CH2:18]4)=[CH:13][CH:12]=3)[NH:8][C:4]=2[N:5]=[CH:6][N:7]=1.[O:27]1[CH2:32][CH2:31][CH:30]([O:33][C:34]2[CH:41]=[CH:40][C:39](B3OC(C)(C)C(C)(C)O3)=[CH:38][C:35]=2[C:36]#[N:37])[CH2:29][CH2:28]1.C([O-])([O-])=O.[Na+].[Na+].C(#N)C.O. (4) Given the product [N:25]([C@H:18]1[CH2:17][CH2:16][O:15][C@@H:14]([CH:1]([C:8]2[CH:13]=[CH:12][CH:11]=[CH:10][CH:9]=2)[C:2]2[CH:7]=[CH:6][CH:5]=[CH:4][CH:3]=2)[CH2:19]1)=[N+:26]=[N-:27], predict the reactants needed to synthesize it. The reactants are: [CH:1]([C@H:14]1[CH2:19][C@H:18](OS(C)(=O)=O)[CH2:17][CH2:16][O:15]1)([C:8]1[CH:13]=[CH:12][CH:11]=[CH:10][CH:9]=1)[C:2]1[CH:7]=[CH:6][CH:5]=[CH:4][CH:3]=1.[N-:25]=[N+:26]=[N-:27].[Na+]. (5) Given the product [Br:1][C:2]1[CH:7]=[CH:6][N:5]=[C:4]([NH:8][C:15](=[O:17])[CH3:16])[CH:3]=1, predict the reactants needed to synthesize it. The reactants are: [Br:1][C:2]1[CH:7]=[CH:6][N:5]=[C:4]([NH2:8])[CH:3]=1.N1C=CC=CC=1.[C:15](Cl)(=[O:17])[CH3:16].O. (6) Given the product [C:32]1([CH2:31][CH2:30][NH:38][C:39]([N:25]2[CH2:26][CH2:27][CH2:28][CH2:29][C@@H:24]2[C:22]([N:21]2[C@@H:17]3[C@@H:18]([C@H:9]([C:3]4[CH:8]=[CH:7][CH:6]=[CH:5][CH:4]=4)[NH:10][C:11]4[CH:12]=[CH:13][CH:14]=[CH:15][C:16]=43)[CH2:19][CH2:20]2)=[O:23])=[O:40])[CH:37]=[CH:36][CH:35]=[CH:34][CH:33]=1, predict the reactants needed to synthesize it. The reactants are: Cl.Cl.[C:3]1([C@@H:9]2[C@@H:18]3[CH2:19][CH2:20][N:21]([C:22]([C@H:24]4[CH2:29][CH2:28][CH2:27][CH2:26][NH:25]4)=[O:23])[C@@H:17]3[C:16]3[CH:15]=[CH:14][CH:13]=[CH:12][C:11]=3[NH:10]2)[CH:8]=[CH:7][CH:6]=[CH:5][CH:4]=1.[CH2:30]([N:38]=[C:39]=[O:40])[CH2:31][C:32]1[CH:37]=[CH:36][CH:35]=[CH:34][CH:33]=1. (7) Given the product [C:19]([O:11][C:9]1[CH:8]=[CH:7][C:5]2[N:6]=[C:2]([CH3:1])[O:3][C:4]=2[CH:10]=1)(=[O:21])[CH3:20], predict the reactants needed to synthesize it. The reactants are: [CH3:1][C:2]1[O:3][C:4]2[CH:10]=[C:9]([OH:11])[CH:8]=[CH:7][C:5]=2[N:6]=1.CCN(CC)CC.[C:19](Cl)(=[O:21])[CH3:20]. (8) Given the product [F:31][C:30]([F:32])([F:33])[C:21]1[CH:22]=[C:23]([C:26]([F:29])([F:27])[F:28])[CH:24]=[CH:25][C:20]=1[CH2:19][N:3]1[CH2:4][C@@H:5]2[CH2:9][CH:8]([CH2:10][OH:11])[CH2:7][C@@H:6]2[CH2:2]1, predict the reactants needed to synthesize it. The reactants are: Cl.[CH2:2]1[C@H:6]2[CH2:7][CH:8]([CH2:10][OH:11])[CH2:9][C@H:5]2[CH2:4][NH:3]1.C(=O)([O-])[O-].[K+].[K+].Br[CH2:19][C:20]1[CH:25]=[CH:24][C:23]([C:26]([F:29])([F:28])[F:27])=[CH:22][C:21]=1[C:30]([F:33])([F:32])[F:31].O. (9) Given the product [CH3:15][O:14][C:11]1[CH:12]=[C:13]2[C:8](=[CH:9][C:10]=1[O:16][CH3:17])[NH:7][CH:6]=[C:5]([C:18]#[N:19])[C:4]2=[O:20], predict the reactants needed to synthesize it. The reactants are: C(O[C:4](=[O:20])[C:5]([C:18]#[N:19])=[CH:6][NH:7][C:8]1[CH:13]=[CH:12][C:11]([O:14][CH3:15])=[C:10]([O:16][CH3:17])[CH:9]=1)C.